From a dataset of Full USPTO retrosynthesis dataset with 1.9M reactions from patents (1976-2016). Predict the reactants needed to synthesize the given product. (1) Given the product [Cl:1][C:2]1[CH:7]=[CH:6][CH:5]=[C:4]([Cl:8])[C:3]=1[NH:9][C:10]1[NH:22][C:21]2[C:16]3[N:17]=[C:18]([CH3:20])[O:19][C:15]=3[C:14]([C:23]([NH:41][CH2:40][C:35]3[CH:36]=[CH:37][CH:38]=[CH:39][C:34]=3[C:33]([F:32])([F:42])[F:43])=[O:24])=[CH:13][C:12]=2[N:11]=1, predict the reactants needed to synthesize it. The reactants are: [Cl:1][C:2]1[CH:7]=[CH:6][CH:5]=[C:4]([Cl:8])[C:3]=1[NH:9][C:10]1[NH:22][C:21]2[C:16]3[N:17]=[C:18]([CH3:20])[O:19][C:15]=3[C:14]([C:23](O)=[O:24])=[CH:13][C:12]=2[N:11]=1.C(Cl)(=O)C(Cl)=O.[F:32][C:33]([F:43])([F:42])[C:34]1[CH:39]=[CH:38][CH:37]=[CH:36][C:35]=1[CH2:40][NH2:41].[H-].[Na+]. (2) Given the product [CH2:63]([O:62][C:60]([C@@H:59]1[CH2:58][C@H:57]1[C:2]1[CH:7]=[CH:6][C:5]([NH2:8])=[CH:4][C:3]=1[Cl:11])=[O:61])[CH3:64], predict the reactants needed to synthesize it. The reactants are: Br[C:2]1[CH:7]=[CH:6][C:5]([N+:8]([O-])=O)=[CH:4][C:3]=1[Cl:11].C(C([Sn])=C(CCCC)CCCC)CCC.C=CC1C=CC=CC=1.C([Sn](Br)(CCCC)CCCC)CCC.[N+](=CC(OCC)=O)=[N-].[C:57](OCC)(=O)/[CH:58]=[CH:59]/[C:60]([O:62][CH2:63][CH3:64])=[O:61].